This data is from Full USPTO retrosynthesis dataset with 1.9M reactions from patents (1976-2016). The task is: Predict the reactants needed to synthesize the given product. (1) Given the product [Br:1][C:2]1[CH:3]=[N:4][CH:5]=[CH:6][C:7]=1[O:8][CH:11]([CH:10]=[CH2:9])[CH3:12], predict the reactants needed to synthesize it. The reactants are: [Br:1][C:2]1[CH:3]=[N:4][CH:5]=[CH:6][C:7]=1[OH:8].[CH3:9][CH:10](O)[CH:11]=[CH2:12].C1(P(C2C=CC=CC=2)C2C=CC=CC=2)C=CC=CC=1.CC(OC(/N=N/C(OC(C)C)=O)=O)C. (2) Given the product [OH:1][C@@:2]1([C:13]([OH:15])=[O:14])[C:10]2[CH:9]=[C:8]([C:26]([C:22]3[CH:23]=[CH:18][CH:19]=[CH:20][CH:21]=3)=[CH2:27])[S:7][C:6]=2[C@@H:5]([OH:11])[C@H:4]([OH:12])[CH2:3]1, predict the reactants needed to synthesize it. The reactants are: [OH:1][C@@:2]1([C:13]([OH:15])=[O:14])[C:10]2[CH:9]=[CH:8][S:7][C:6]=2[C@@H:5]([OH:11])[C@H:4]([OH:12])[CH2:3]1.CO[C:18]1[C:23](OC)=[C:22]([CH2:26][CH2:27]CCCCCCCC2OC(=O)C(=C)C2)[CH:21]=[CH:20][CH:19]=1.[K+].[Br-]. (3) Given the product [CH2:12]([C:10]1[CH:9]=[C:5]([CH:4]=[C:3]([N:2]([CH2:14][CH3:15])[CH3:1])[N:11]=1)[C:6]([OH:8])=[O:7])[CH3:13], predict the reactants needed to synthesize it. The reactants are: [CH3:1][N:2]([CH3:14])[C:3]1[CH:4]=[C:5]([CH:9]=[C:10]([CH2:12][CH3:13])[N:11]=1)[C:6]([OH:8])=[O:7].[CH2:15](NC)C. (4) Given the product [Cl:21][C:15]1[CH:14]=[C:13]([CH:18]=[CH:17][C:16]=1[O:19][CH3:20])[C:12]([CH:9]1[CH2:10][CH2:11][N:6]([CH2:5][C:4]([OH:23])=[O:3])[CH2:7][CH2:8]1)=[O:22], predict the reactants needed to synthesize it. The reactants are: C([O:3][C:4](=[O:23])[CH2:5][N:6]1[CH2:11][CH2:10][CH:9]([C:12](=[O:22])[C:13]2[CH:18]=[CH:17][C:16]([O:19][CH3:20])=[C:15]([Cl:21])[CH:14]=2)[CH2:8][CH2:7]1)C.O[Li].O. (5) Given the product [O:1]=[C:2]1[NH:7][C:6](=[O:8])[CH:5]=[CH:4][N:3]1[C@@H:9]1[O:13][C@H:12]([CH2:14][O:15][P:16]([NH:25][C@@H:26]([CH3:33])[C:27]([OH:29])=[O:28])([OH:18])=[O:17])[C@@H:11]([OH:34])[C@@:10]1([C:36]#[CH:37])[OH:35], predict the reactants needed to synthesize it. The reactants are: [O:1]=[C:2]1[NH:7][C:6](=[O:8])[CH:5]=[CH:4][N:3]1[C@@H:9]1[O:13][C@H:12]([CH2:14][O:15][P:16]([NH:25][C@@H:26]([CH3:33])[C:27]([O:29]C(C)C)=[O:28])([O:18]C2C=CC=CC=2)=[O:17])[C@@H:11]([OH:34])[C@@:10]1([C:36]#[CH:37])[OH:35].